This data is from Full USPTO retrosynthesis dataset with 1.9M reactions from patents (1976-2016). The task is: Predict the reactants needed to synthesize the given product. (1) Given the product [CH2:26]([N+:22]([CH2:23][CH2:24][OH:25])([CH2:21][C@H:18]1[CH2:19][CH2:20][C@H:15]([CH2:14][CH2:13][N:11]([CH3:12])[C:10]([O:9][C:6]2[CH:7]=[CH:8][C:3]([C:2]([F:29])([F:30])[F:1])=[CH:4][CH:5]=2)=[O:28])[CH2:16][CH2:17]1)[O-:35])[CH3:27], predict the reactants needed to synthesize it. The reactants are: [F:1][C:2]([F:30])([F:29])[C:3]1[CH:8]=[CH:7][C:6]([O:9][C:10](=[O:28])[N:11]([CH2:13][CH2:14][C@H:15]2[CH2:20][CH2:19][C@H:18]([CH2:21][N:22]([CH2:26][CH3:27])[CH2:23][CH2:24][OH:25])[CH2:17][CH2:16]2)[CH3:12])=[CH:5][CH:4]=1.C1(=O)OC(=[O:35])C2=CC=CC=C12.C(N)(N)=O.OO.C([O-])(O)=O.[Na+]. (2) Given the product [OH:28][CH2:27][C@H:23]1[O:24][CH2:25][CH2:26][N:21]([C:2]([O:4][CH2:5][C:6]2[CH:11]=[CH:10][CH:9]=[CH:8][CH:7]=2)=[O:3])[CH2:22]1, predict the reactants needed to synthesize it. The reactants are: Cl[C:2]([O:4][CH2:5][C:6]1[CH:11]=[CH:10][CH:9]=[CH:8][CH:7]=1)=[O:3].CCN(C(C)C)C(C)C.[NH:21]1[CH2:26][CH2:25][O:24][C@H:23]([CH2:27][OH:28])[CH2:22]1.C([O-])(O)=O.[Na+].